This data is from Reaction yield outcomes from USPTO patents with 853,638 reactions. The task is: Predict the reaction yield, written as a fraction of the theoretical maximum amount of product (1.0 means a 100% yield; for example, 0.34 means a 34% yield). (1) The reactants are Cl.C1(C(=[N:15][C:16]2[CH:17]=[C:18]([C:22]3[N:23]=[CH:24][N:25]([CH3:37])[C:26]=3[C:27]3[S:36][C:30]4[N:31]=[CH:32][N:33]=[C:34]([NH2:35])[C:29]=4[CH:28]=3)[CH:19]=[CH:20][CH:21]=2)C2C=CC=CC=2)C=CC=CC=1. The catalyst is C1COCC1. The product is [NH2:15][C:16]1[CH:17]=[C:18]([C:22]2[N:23]=[CH:24][N:25]([CH3:37])[C:26]=2[C:27]2[S:36][C:30]3[N:31]=[CH:32][N:33]=[C:34]([NH2:35])[C:29]=3[CH:28]=2)[CH:19]=[CH:20][CH:21]=1. The yield is 1.00. (2) The reactants are [Cl:1][C:2]1[CH:3]=[C:4]2[O:8][C:7]([C:9]3[S:10][CH:11]=[CH:12][CH:13]=3)=[N:6][C:5]2=[C:14]([C:16]([OH:18])=O)[CH:15]=1.Cl.Cl.[NH2:21][C@H:22]1[CH:27]2[CH2:28][CH2:29][N:24]([CH2:25][CH2:26]2)[CH2:23]1.Cl.C(N=C=NCCCN(C)C)C.ON1C2C=CC=CC=2N=N1.C(N(CC)CC)C. The catalyst is CN(C=O)C.ClCCl. The product is [N:24]12[CH2:29][CH2:28][CH:27]([CH2:26][CH2:25]1)[C@H:22]([NH:21][C:16]([C:14]1[CH:15]=[C:2]([Cl:1])[CH:3]=[C:4]3[O:8][C:7]([C:9]4[S:10][CH:11]=[CH:12][CH:13]=4)=[N:6][C:5]=13)=[O:18])[CH2:23]2. The yield is 0.310. (3) The product is [Cl:22][C:19]1[CH:18]=[CH:17][C:16]([C:15]2[N:11]([C:8]3[CH:7]=[CH:6][C:5]([S:2]([NH2:1])(=[O:4])=[O:3])=[CH:10][CH:9]=3)[N:12]=[C:13]([CH2:23][OH:24])[CH:14]=2)=[CH:21][CH:20]=1. The catalyst is C(OCC)(=O)C. The yield is 0.710. The reactants are [NH2:1][S:2]([C:5]1[CH:10]=[CH:9][C:8]([N:11]2[C:15]([C:16]3[CH:21]=[CH:20][C:19]([Cl:22])=[CH:18][CH:17]=3)=[CH:14][C:13]([C:23](O)=[O:24])=[N:12]2)=[CH:7][CH:6]=1)(=[O:4])=[O:3].O1CCCC1.CO.